This data is from Forward reaction prediction with 1.9M reactions from USPTO patents (1976-2016). The task is: Predict the product of the given reaction. (1) Given the reactants [F:1][C:2]1[CH:3]=[C:4]([CH:8]2[CH2:13][CH2:12][CH:11]([OH:14])[CH2:10][CH2:9]2)[CH:5]=[CH:6][CH:7]=1.[H-].[Na+].Br[CH2:18][CH3:19].O, predict the reaction product. The product is: [CH2:18]([O:14][CH:11]1[CH2:10][CH2:9][CH:8]([C:4]2[CH:5]=[CH:6][CH:7]=[C:2]([F:1])[CH:3]=2)[CH2:13][CH2:12]1)[CH3:19]. (2) Given the reactants [CH2:1]([O:8][C:9]1[CH:18]=[CH:17][CH:16]=[C:15]2[C:10]=1[CH2:11][CH2:12][CH2:13][CH:14]2[C:19](O)=[O:20])[C:2]1[CH:7]=[CH:6][CH:5]=[CH:4][CH:3]=1.[CH2:22]([C:24]1[CH:29]=[CH:28][C:27]([NH:30][CH2:31][CH2:32][N:33]2[CH2:38][CH2:37][CH2:36][CH2:35][CH2:34]2)=[CH:26][CH:25]=1)[CH3:23], predict the reaction product. The product is: [CH2:1]([O:8][C:9]1[CH:18]=[CH:17][CH:16]=[C:15]2[C:10]=1[CH2:11][CH2:12][CH2:13][CH:14]2[C:19]([N:30]([C:27]1[CH:26]=[CH:25][C:24]([CH2:22][CH3:23])=[CH:29][CH:28]=1)[CH2:31][CH2:32][N:33]1[CH2:38][CH2:37][CH2:36][CH2:35][CH2:34]1)=[O:20])[C:2]1[CH:3]=[CH:4][CH:5]=[CH:6][CH:7]=1.